Dataset: HIV replication inhibition screening data with 41,000+ compounds from the AIDS Antiviral Screen. Task: Binary Classification. Given a drug SMILES string, predict its activity (active/inactive) in a high-throughput screening assay against a specified biological target. The molecule is c1cc2c3c(c1)ncn3CC1CCCN1C2. The result is 0 (inactive).